The task is: Predict which catalyst facilitates the given reaction.. This data is from Catalyst prediction with 721,799 reactions and 888 catalyst types from USPTO. (1) Reactant: C(OC([N:8]1[C:16]2[C:11](=[C:12]([O:17][CH2:18][CH2:19][N:20](C(OC(C)(C)C)=O)[CH3:21])[CH:13]=[CH:14][CH:15]=2)[CH:10]=[C:9]1[S:29]([C:32]1[CH:37]=[CH:36][CH:35]=[CH:34][CH:33]=1)(=[O:31])=[O:30])=O)(C)(C)C.[ClH:38]. Product: [ClH:38].[C:32]1([S:29]([C:9]2[NH:8][C:16]3[C:11]([CH:10]=2)=[C:12]([O:17][CH2:18][CH2:19][NH:20][CH3:21])[CH:13]=[CH:14][CH:15]=3)(=[O:31])=[O:30])[CH:33]=[CH:34][CH:35]=[CH:36][CH:37]=1. The catalyst class is: 14. (2) Reactant: C[O:2][C:3](=[O:15])[CH:4](Br)[C:5]1[CH:10]=[CH:9][C:8]([N+:11]([O-:13])=[O:12])=[CH:7][CH:6]=1.[CH:16]1([SH:21])[CH2:20][CH2:19][CH2:18][CH2:17]1.[NH2:22][C:23]1[S:24][CH:25]=[CH:26][N:27]=1. Product: [CH:16]1([S:21][CH:4]([C:5]2[CH:10]=[CH:9][C:8]([N+:11]([O-:13])=[O:12])=[CH:7][CH:6]=2)[C:3]([OH:2])=[O:15])[CH2:20][CH2:19][CH2:18][CH2:17]1.[CH:16]1([S:21][CH:4]([C:5]2[CH:6]=[CH:7][C:8]([N+:11]([O-:13])=[O:12])=[CH:9][CH:10]=2)[C:3]([NH:22][C:23]2[S:24][CH:25]=[CH:26][N:27]=2)=[O:15])[CH2:20][CH2:19][CH2:18][CH2:17]1. The catalyst class is: 1.